From a dataset of Forward reaction prediction with 1.9M reactions from USPTO patents (1976-2016). Predict the product of the given reaction. (1) The product is: [NH2:8][C:5]1[CH:6]=[CH:7][C:2]([F:1])=[C:3]([C@@:16]2([CH3:27])[NH:17][C:18](=[S:26])[C@:19]([F:25])([CH3:24])[CH2:20][C:21]2([F:23])[F:22])[CH:4]=1. Given the reactants [F:1][C:2]1[CH:7]=[CH:6][C:5]([NH:8]C(=O)OC(C)(C)C)=[CH:4][C:3]=1[C@:16]1([CH3:27])[C:21]([F:23])([F:22])[CH2:20][C@@:19]([F:25])([CH3:24])[C:18](=[S:26])[NH:17]1.C(O)(C(F)(F)F)=O, predict the reaction product. (2) Given the reactants [N+:1]([C:4]1[CH:5]=[C:6]([NH:10][C:11](=[O:15])[CH2:12][CH2:13][CH3:14])[CH:7]=[CH:8][CH:9]=1)([O-])=O.[H][H], predict the reaction product. The product is: [NH2:1][C:4]1[CH:5]=[C:6]([NH:10][C:11](=[O:15])[CH2:12][CH2:13][CH3:14])[CH:7]=[CH:8][CH:9]=1. (3) Given the reactants CN(C(ON1N=NC2C=CC=CC1=2)=[N+](C)C)C.[B-](F)(F)(F)F.[F:23][C:24]([F:33])([F:32])[C:25]1([C:29]([OH:31])=O)[CH2:28][CH2:27][CH2:26]1.[Cl:34][C:35]1[C:42]([NH:43][C:44]2[N:48]([CH3:49])[C:47]3[CH:50]=[C:51]([N:55]4[CH2:60][CH2:59][CH2:58][CH:57]([C:61]([F:64])([F:63])[F:62])[CH2:56]4)[C:52]([Cl:54])=[CH:53][C:46]=3[N:45]=2)=[C:41]([Cl:65])[CH:40]=[CH:39][C:36]=1[CH2:37][NH2:38], predict the reaction product. The product is: [Cl:34][C:35]1[C:42]([NH:43][C:44]2[N:48]([CH3:49])[C:47]3[CH:50]=[C:51]([N:55]4[CH2:60][CH2:59][CH2:58][CH:57]([C:61]([F:64])([F:63])[F:62])[CH2:56]4)[C:52]([Cl:54])=[CH:53][C:46]=3[N:45]=2)=[C:41]([Cl:65])[CH:40]=[CH:39][C:36]=1[CH2:37][NH:38][C:29]([C:25]1([C:24]([F:23])([F:33])[F:32])[CH2:26][CH2:27][CH2:28]1)=[O:31].